This data is from Experimentally validated miRNA-target interactions with 360,000+ pairs, plus equal number of negative samples. The task is: Binary Classification. Given a miRNA mature sequence and a target amino acid sequence, predict their likelihood of interaction. (1) The miRNA is hsa-miR-615-3p with sequence UCCGAGCCUGGGUCUCCCUCUU. The protein sequence of the target gene is MHGSCSPWVMLPPPLLLLLLLIATGPTTALTEDEKQTMVDLHNQYRAQVSPPASDMLQMRWDDELAAFAKAYAQKCVWGHNKERGRRGENLFAITDEGMDVPLAVGNWHEEHEYYNFSTATCDPNQMCGHYTQVVWSKTERIGCGSHFCETLQGVEEANIHLLVCNYEPPGNVKGRKPYQEGTPCSQCPLGYSCENSLCEPMRNPEKAQDSPPRVTEVPSTRATEAPSSRETGTPSLATSETLHFSVTKVSDSLATESSPAVETKAPSSLATEGPSSMATEAQAFVTEVPLVSARHMQPS.... Result: 0 (no interaction). (2) The miRNA is hsa-miR-3184-3p with sequence AAAGUCUCGCUCUCUGCCCCUCA. The protein sequence of the target gene is MEEESIKEGSEKPRGARTADKAGWIKKSSGGLLGLWKDRYLLLCQAQLLVYENEDEQKCVETVELGSYEKCQDLRTLLKRKHHRFILLRSPGNKVSDIKFQAPSGEEKESWIKALNEGINRGKNKAFDEVKVDKTCALEHVTRNRVRGGQRRRPPTRIHLKEVASAASDGLSRLDLDVPDSGPPVFAPLSDISEDQPQEPPRALMPPVKPSPGPETSAVEDSKETPAGERALTPDSASSGANPESQEDAETPAKEDSDVKSLPNSTLSEKLKVSWENPSPEKPSAPESAQLSSSETPEAT.... Result: 0 (no interaction). (3) The miRNA is dre-miR-1 with sequence UGGAAUGUAAAGAAGUAUGUAU. The protein sequence of the target gene is MNLVVYLIQLFLAALLHLSAVKAAHIPKEGGKSKNDVIPFMDVYKKSACKTRELLVDIIQEYPDEIEHTYIPSCVVLMRCAGCCNDEALECVPTETRNVTMEVLRVKQRVSQHNFQLSFTEHTKCECRPKAEVKAKKENHCEPCSERRKRLYVQDPLTCKCSCKFTQMQCKSRQLELNERTCRCEKPR. Result: 1 (interaction). (4) The miRNA is hsa-miR-504-3p with sequence GGGAGUGCAGGGCAGGGUUUC. The protein sequence of the target gene is MPSFLVPSLVSSPVLLKLLFSPGPKTIWSLWQQPMLFQEATAFENMTKDWNYLEGSQKDCYRDTMLDSYENTVPQGSFLQLSMMPQRAGNDPPGVSNASEMEMEISNMREKFLMSVTKLVESKSYNSKVFSKEKYFQTIKEVKEAKEKGKKSSRDYRRAAKYDVISVQGTEKLIEATHGERDRIRYYVHKEELFDILHDTHLSIGHGGRTRMLKELQGKYGNVTKEVIVLYLTLCKQCHQKNPVPKRGLAPKPMTFKDIDSTCQVEILDMQSSADGEFKFILYYQDHSTKFIILRPLRTK.... Result: 1 (interaction). (5) The miRNA is hsa-miR-30a-3p with sequence CUUUCAGUCGGAUGUUUGCAGC. The protein sequence of the target gene is MTPEFDEEVVFENSPLYQYLQDLGHTDFEICSSLSPKTEKCTTEGQQKPPTRVLPKQGILLKVAETIKSWIFFSQCNKKDDLLHKLDIGFRLDSLHTILQQEVLLQEDVELIELLDPSILSAGQSQQQENGHLPTLCSLATPNIWDLSMLFAFISLLVMLPTWWIVSSWLVWGVILFVYLVIRALRLWRTAKLQVTLKKYSVHLEDMATNSRAFTNLVRKALRLIQETEVISRGFTLVSAACPFNKAGQHPSQHLIGLRKAVYRTLRANFQAARLATLYMLKNYPLNSESDNVTNYICVV.... Result: 1 (interaction).